Dataset: Reaction yield outcomes from USPTO patents with 853,638 reactions. Task: Predict the reaction yield, written as a fraction of the theoretical maximum amount of product (1.0 means a 100% yield; for example, 0.34 means a 34% yield). The reactants are [CH2:1]([O:8][C:9]1[CH:14]=[C:13]([O:15][CH2:16][C:17]2[CH:22]=[CH:21][CH:20]=[CH:19][CH:18]=2)[C:12]([C:23]([CH3:25])=[CH2:24])=[CH:11][C:10]=1[C:26]([N:28]1[CH2:36][C:35]2[C:30](=[CH:31][CH:32]=[C:33]([CH2:37][CH:38]=O)[CH:34]=2)[CH2:29]1)=[O:27])[C:2]1[CH:7]=[CH:6][CH:5]=[CH:4][CH:3]=1.S(C1C=CC(C)=CC=1)(O)(=O)=O.[CH:51]1([O:56][C:57](=[O:64])[C@H:58]([CH2:60][CH:61]([CH3:63])[CH3:62])[NH2:59])[CH2:55][CH2:54][CH2:53][CH2:52]1.C(O[BH-](OC(=O)C)OC(=O)C)(=O)C.[Na+]. The catalyst is ClC(Cl)C. The product is [CH2:1]([O:8][C:9]1[CH:14]=[C:13]([O:15][CH2:16][C:17]2[CH:18]=[CH:19][CH:20]=[CH:21][CH:22]=2)[C:12]([C:23]([CH3:25])=[CH2:24])=[CH:11][C:10]=1[C:26]([N:28]1[CH2:36][C:35]2[C:30](=[CH:31][CH:32]=[C:33]([CH2:37][CH2:38][NH:59][C@H:58]([C:57]([O:56][CH:51]3[CH2:52][CH2:53][CH2:54][CH2:55]3)=[O:64])[CH2:60][CH:61]([CH3:62])[CH3:63])[CH:34]=2)[CH2:29]1)=[O:27])[C:2]1[CH:3]=[CH:4][CH:5]=[CH:6][CH:7]=1. The yield is 0.530.